Dataset: Catalyst prediction with 721,799 reactions and 888 catalyst types from USPTO. Task: Predict which catalyst facilitates the given reaction. Product: [CH3:19][O:20][C:21]1[CH:22]=[CH:23][C:24]2[N:29]=[CH:28][C:27](=[O:30])[N:26]([CH2:31][CH2:32][CH2:33][NH:1][CH:2]3[CH2:3][C:4](=[O:18])[N:5]([C:7]4[CH:8]=[CH:9][C:10]5[O:15][CH2:14][C:13](=[O:16])[NH:12][C:11]=5[CH:17]=4)[CH2:6]3)[C:25]=2[N:35]=1. The catalyst class is: 204. Reactant: [NH2:1][CH:2]1[CH2:6][N:5]([C:7]2[CH:8]=[CH:9][C:10]3[O:15][CH2:14][C:13](=[O:16])[NH:12][C:11]=3[CH:17]=2)[C:4](=[O:18])[CH2:3]1.[CH3:19][O:20][C:21]1[CH:22]=[CH:23][C:24]2[N:29]=[CH:28][C:27](=[O:30])[N:26]([CH2:31][CH2:32][CH:33]=O)[C:25]=2[N:35]=1.S([O-])([O-])(=O)=O.[Na+].[Na+].C(O[BH-](OC(=O)C)OC(=O)C)(=O)C.[Na+].C(=O)([O-])O.[Na+].